This data is from Full USPTO retrosynthesis dataset with 1.9M reactions from patents (1976-2016). The task is: Predict the reactants needed to synthesize the given product. (1) Given the product [Br:1][C:2]1[CH:3]=[C:4]([NH:10][CH3:11])[C:5](=[O:9])[N:6]([CH3:8])[CH:7]=1, predict the reactants needed to synthesize it. The reactants are: [Br:1][C:2]1[CH:3]=[C:4]([N:10](C)[C:11](=O)OC(C)(C)C)[C:5](=[O:9])[N:6]([CH3:8])[CH:7]=1.Cl.O1CCOCC1. (2) Given the product [S:18]1[CH2:14][CH2:15][N:16]=[C:17]1[NH:11][CH:3]1[C:4]2[C:9](=[CH:8][CH:7]=[CH:6][CH:5]=2)[CH2:10][C:2]1([CH3:12])[CH3:1].[CH3:1][C:2]1([CH3:12])[CH2:10][C:9]2[C:4](=[CH:5][CH:6]=[CH:7][CH:8]=2)[CH:3]1[N:11]=[C:17]1[N:16]([C:17]2[S:18][CH2:14][CH2:15][N:16]=2)[CH2:15][CH2:14][S:18]1, predict the reactants needed to synthesize it. The reactants are: [CH3:1][C:2]1([CH3:12])[CH2:10][C:9]2[C:4](=[CH:5][CH:6]=[CH:7][CH:8]=2)[CH:3]1[NH2:11].Cl[CH2:14][CH2:15][N:16]=[C:17]=[S:18].O. (3) Given the product [NH2:20][S:21]([C:24]1[CH:29]=[CH:28][C:27]([N:11]2[C:12]3[C:4]4[CH:3]=[C:2]([OH:1])[CH:19]=[CH:18][C:5]=4[CH2:6][CH2:7][C:8]=3[C:9]([C:13]([O:15][CH2:16][CH3:17])=[O:14])=[N:10]2)=[CH:26][CH:25]=1)(=[O:23])=[O:22], predict the reactants needed to synthesize it. The reactants are: [OH:1][C:2]1[CH:19]=[CH:18][C:5]2[CH2:6][CH2:7][C:8]3[C:12]([C:4]=2[CH:3]=1)=[N:11][NH:10][C:9]=3[C:13]([O:15][CH2:16][CH3:17])=[O:14].[NH2:20][S:21]([C:24]1[CH:29]=[CH:28][C:27](NN)=[CH:26][CH:25]=1)(=[O:23])=[O:22].